Task: Predict which catalyst facilitates the given reaction.. Dataset: Catalyst prediction with 721,799 reactions and 888 catalyst types from USPTO Product: [CH2:22]([O:21][C:17]1[C:16]([F:24])=[C:15]([CH:20]=[CH:19][CH:18]=1)[O:14][C:12]1[CH2:13][N:9]([C@@H:4]([CH2:5][CH:6]([CH3:8])[CH3:7])[C:3]([OH:26])=[O:2])[C:10](=[O:25])[CH:11]=1)[CH3:23]. The catalyst class is: 7. Reactant: C[O:2][C:3](=[O:26])[C@@H:4]([N:9]1[CH2:13][C:12]([O:14][C:15]2[CH:20]=[CH:19][CH:18]=[C:17]([O:21][CH2:22][CH3:23])[C:16]=2[F:24])=[CH:11][C:10]1=[O:25])[CH2:5][CH:6]([CH3:8])[CH3:7].O.[OH-].[Li+].